Dataset: Full USPTO retrosynthesis dataset with 1.9M reactions from patents (1976-2016). Task: Predict the reactants needed to synthesize the given product. (1) The reactants are: [C:1]([OH:10])(=[O:9])[C@H:2]([C@@H:4]([C:6]([OH:8])=[O:7])[OH:5])[OH:3].[CH3:11][C@@H:12]([NH:22][CH2:23][C@H:24]([OH:35])[C:25]1[CH:26]=[CH:27][C:28]([OH:34])=[C:29]([NH:31][CH:32]=[O:33])[CH:30]=1)[CH2:13][C:14]1[CH:15]=[CH:16][C:17]([O:20][CH3:21])=[CH:18][CH:19]=1. Given the product [CH3:11][C@@H:12]([NH:22][CH2:23][C@H:24]([OH:35])[C:25]1[CH:26]=[CH:27][C:28]([OH:34])=[C:29]([NH:31][CH:32]=[O:33])[CH:30]=1)[CH2:13][C:14]1[CH:15]=[CH:16][C:17]([O:20][CH3:21])=[CH:18][CH:19]=1.[C:6]([C@H:4]([C@@H:2]([C:1]([O-:10])=[O:9])[OH:3])[OH:5])([O-:8])=[O:7], predict the reactants needed to synthesize it. (2) Given the product [CH2:19]([N:21]1[CH2:26][CH2:25][N:24]([C:2]2[CH:7]=[CH:6][C:5]([NH:8][C:9](=[O:15])[O:10][C:11]([CH3:14])([CH3:13])[CH3:12])=[C:4]([N+:16]([O-:18])=[O:17])[CH:3]=2)[CH2:23][CH2:22]1)[CH3:20], predict the reactants needed to synthesize it. The reactants are: Br[C:2]1[CH:7]=[CH:6][C:5]([NH:8][C:9](=[O:15])[O:10][C:11]([CH3:14])([CH3:13])[CH3:12])=[C:4]([N+:16]([O-:18])=[O:17])[CH:3]=1.[CH2:19]([N:21]1[CH2:26][CH2:25][NH:24][CH2:23][CH2:22]1)[CH3:20].CC1(C)C2C(=C(P(C3C=CC=CC=3)C3C=CC=CC=3)C=CC=2)OC2C(P(C3C=CC=CC=3)C3C=CC=CC=3)=CC=CC1=2.C([O-])([O-])=O.[Cs+].[Cs+].